Dataset: Reaction yield outcomes from USPTO patents with 853,638 reactions. Task: Predict the reaction yield, written as a fraction of the theoretical maximum amount of product (1.0 means a 100% yield; for example, 0.34 means a 34% yield). (1) The reactants are [CH3:1][C:2]1[CH:7]=[CH:6][CH:5]=[CH:4][C:3]=1[N:8]1[C:12]([C:13]([O:15][CH3:16])=[O:14])=[CH:11][CH:10]=[N:9]1.[Br:17]N1C(=O)CCC1=O.CC(N=NC(C#N)(C)C)(C#N)C. The catalyst is C(Cl)(Cl)(Cl)Cl. The product is [Br:17][CH2:1][C:2]1[CH:7]=[CH:6][CH:5]=[CH:4][C:3]=1[N:8]1[C:12]([C:13]([O:15][CH3:16])=[O:14])=[CH:11][CH:10]=[N:9]1. The yield is 0.950. (2) The reactants are [NH2:1][C:2]1[CH:7]=[C:6]([C:8]([CH3:11])([CH3:10])[CH3:9])[CH:5]=[CH:4][C:3]=1[NH:12][C:13](=O)[CH2:14][CH2:15][CH2:16][CH2:17][N:18]([CH2:22][C@@H:23]1[C@@H:30]2[C@@H:26]([O:27][C:28]([CH3:32])([CH3:31])[O:29]2)[C@H:25]([N:33]2[C:37]3[N:38]=[CH:39][N:40]=[C:41]([NH:42][CH2:43][C:44]4[CH:49]=[CH:48][C:47]([O:50][CH3:51])=[CH:46][C:45]=4[O:52][CH3:53])[C:36]=3[CH:35]=[CH:34]2)[O:24]1)[CH:19]([CH3:21])[CH3:20]. The catalyst is C(O)(=O)C. The product is [C:8]([C:6]1[CH:5]=[CH:4][C:3]2[NH:12][C:13]([CH2:14][CH2:15][CH2:16][CH2:17][N:18]([CH2:22][C@@H:23]3[C@H:30]4[O:29][C:28]([CH3:31])([CH3:32])[O:27][C@H:26]4[C@H:25]([N:33]4[C:37]5[N:38]=[CH:39][N:40]=[C:41]([NH:42][CH2:43][C:44]6[CH:49]=[CH:48][C:47]([O:50][CH3:51])=[CH:46][C:45]=6[O:52][CH3:53])[C:36]=5[CH:35]=[CH:34]4)[O:24]3)[CH:19]([CH3:21])[CH3:20])=[N:1][C:2]=2[CH:7]=1)([CH3:9])([CH3:11])[CH3:10]. The yield is 0.880. (3) The product is [ClH:18].[NH2:2][C:1](=[NH:19])[C:3]1[CH:4]=[C:5]([N:9]2[CH2:14][CH2:13][CH2:12][CH2:11][C@H:10]2[C:15]([OH:17])=[O:16])[CH:6]=[CH:7][CH:8]=1. The reactants are [C:1]([C:3]1[CH:4]=[C:5]([N:9]2[CH2:14][CH2:13][CH2:12][CH2:11][C@H:10]2[C:15]([OH:17])=[O:16])[CH:6]=[CH:7][CH:8]=1)#[N:2].[ClH:18].[NH2:19]O.[OH-].[K+].C(OC(=O)C)(=O)C. The yield is 0.190. The catalyst is CO.[C].[Pd]. (4) The reactants are [CH2:1]1[C:14]2[C:13]3[CH:12]=[CH:11][CH:10]=[CH:9][C:8]=3[NH:7][C:6]=2[CH:5]([C:15]([O:17][CH3:18])=[O:16])[CH2:4][NH:3][CH2:2]1.C(=O)([O-])[O-].[K+].[K+].[CH2:25](Br)[CH:26]=[CH2:27]. The catalyst is [Br-].C([N+](CCCC)(CCCC)CCCC)CCC.O1CCCC1. The product is [CH2:27]([N:3]1[CH2:2][CH2:1][C:14]2[C:13]3[CH:12]=[CH:11][CH:10]=[CH:9][C:8]=3[NH:7][C:6]=2[CH:5]([C:15]([O:17][CH3:18])=[O:16])[CH2:4]1)[CH:26]=[CH2:25]. The yield is 0.830. (5) The reactants are [H-].[Al+3].[Li+].[H-].[H-].[H-].N1C2C(=CC=CC=2)C(CC[CH2:18][C:19]([N:21](CC(N)=O)[CH2:22][CH2:23][C:24]2[C:32]3[C:27](=[CH:28][CH:29]=[CH:30][CH:31]=3)[NH:26][CH:25]=2)=O)=C1.O. The product is [CH2:19]([NH:21][CH2:22][CH2:23][C:24]1[C:32]2[C:27](=[CH:28][CH:29]=[CH:30][CH:31]=2)[NH:26][CH:25]=1)[CH3:18]. The catalyst is O1CCCC1. The yield is 0.930. (6) The reactants are [NH4+].[N:2]#[C:3][S-:4].[NH2:5][C:6]1[CH:11]=[CH:10][CH:9]=[C:8]([CH3:12])[CH:7]=1. The catalyst is Cl.O. The product is [CH3:12][C:8]1[CH:7]=[C:6]([NH:5][C:3]([NH2:2])=[S:4])[CH:11]=[CH:10][CH:9]=1. The yield is 0.410. (7) The reactants are [S:1](=[CH:4][CH2:5][CH2:6][CH2:7][N+:8]1[CH:12]=[CH:11][N:10]([CH3:13])[CH:9]=1)(=[O:3])=[O:2].[F:14][C:15]([F:21])([F:20])[S:16]([OH:19])(=[O:18])=[O:17]. The catalyst is C1(C)C=CC=CC=1. The product is [F:14][C:15]([F:21])([F:20])[S:16]([O-:19])(=[O:18])=[O:17].[S:1](=[CH:4][CH2:5][CH2:6][CH2:7][N+:8]1[CH:12]=[CH:11][N:10]([CH3:13])[CH:9]=1)(=[O:3])=[O:2]. The yield is 0.770. (8) The product is [ClH:10].[ClH:14].[Br:1][C:2]1[C:3]([CH3:13])=[C:4]([CH2:11][NH:30][C:28]([SH:29])=[NH:27])[CH:5]=[C:6]([CH2:9][NH:27][C:28]([SH:29])=[NH:30])[C:7]=1[CH3:8]. The reactants are [Br:1][C:2]1[C:3]([CH3:13])=[C:4]([CH2:11]Cl)[CH:5]=[C:6]([CH2:9][Cl:10])[C:7]=1[CH3:8].[Cl:14]CC1C(C)=C(CCl)C(C)=CC=1C.[NH2:27][C:28]([NH2:30])=[S:29]. The yield is 0.510. No catalyst specified. (9) The reactants are [ClH:1].[CH2:2]([N:6]1[C:10]2[CH:11]=[CH:12][C:13]([C:15](=[O:17])[CH3:16])=[CH:14][C:9]=2[N:8]=[C:7]1[C:18]1[CH:23]=[CH:22][CH:21]=[C:20]([O:24][CH3:25])[CH:19]=1)[CH:3]([CH3:5])[CH3:4].[Br:26]Br.C(OCC)C. The catalyst is C(O)(=O)C. The product is [ClH:1].[Br:26][CH2:16][C:15]([C:13]1[CH:12]=[CH:11][C:10]2[N:6]([CH2:2][CH:3]([CH3:4])[CH3:5])[C:7]([C:18]3[CH:23]=[CH:22][CH:21]=[C:20]([O:24][CH3:25])[CH:19]=3)=[N:8][C:9]=2[CH:14]=1)=[O:17]. The yield is 0.632. (10) The reactants are O.ON1C2C=CC=CC=2N=N1.Cl.CN(C)CCCN=C=NCC.C(=O)([O-])O.[Na+].[CH:29]1([C:32]([C:34]2[CH:61]=[CH:60][C:37]([O:38][CH:39]([C:41]3[N:45]=[C:44]([C:46]4[CH:58]=[CH:57][C:49]([C:50]([O:52]C(C)(C)C)=[O:51])=[C:48]([F:59])[CH:47]=4)[O:43][N:42]=3)[CH3:40])=[CH:36][CH:35]=2)=[O:33])[CH2:31][CH2:30]1.FC(F)(F)C(O)=O. The catalyst is C(Cl)Cl.O.CN(C)C=O. The product is [CH:29]1([C:32]([C:34]2[CH:61]=[CH:60][C:37]([O:38][CH:39]([C:41]3[N:45]=[C:44]([C:46]4[CH:58]=[CH:57][C:49]([C:50]([OH:52])=[O:51])=[C:48]([F:59])[CH:47]=4)[O:43][N:42]=3)[CH3:40])=[CH:36][CH:35]=2)=[O:33])[CH2:31][CH2:30]1. The yield is 0.440.